Dataset: Forward reaction prediction with 1.9M reactions from USPTO patents (1976-2016). Task: Predict the product of the given reaction. (1) The product is: [N+:7]([C:27]1[C:19]([OH:20])=[C:21]([N+:28]([O-:30])=[O:29])[C:22]([OH:23])=[C:24]([N+:32]([O-:34])=[O:33])[C:25]=1[OH:26])([O-:9])=[O:8]. Given the reactants C1(N)C([N+:7]([O-:9])=[O:8])=C(N)C([N+]([O-])=O)=C(N)C=1[N+]([O-])=O.[C:19]1([CH:27]=[C:25]([OH:26])[CH:24]=[C:22]([OH:23])[CH:21]=1)[OH:20].[N:28]([O-:30])=[O:29].[Na+].[N+:32]([O-])([OH:34])=[O:33], predict the reaction product. (2) Given the reactants [CH3:1]C1C=CC(C2C=NN(C)C=2)=C(C=1)C(OC)=O.Br[C:19]1[CH:20]=[C:21]2[C:26](=[CH:27][CH:28]=1)[N:25]=[C:24]([NH:29][CH2:30][C@@H:31]1[C@H:36]([CH3:37])[CH2:35][CH2:34][CH2:33][N:32]1[C:38]([C:40]1[CH:45]=[C:44]([CH3:46])[CH:43]=[CH:42][C:41]=1[N:47]1[N:51]=[CH:50][CH:49]=[N:48]1)=[O:39])[N:23]=[CH:22]2.CB1OB(C)OB(C)O1, predict the reaction product. The product is: [CH3:37][C@@H:36]1[CH2:35][CH2:34][CH2:33][N:32]([C:38]([C:40]2[CH:45]=[C:44]([CH3:46])[CH:43]=[CH:42][C:41]=2[N:47]2[N:51]=[CH:50][CH:49]=[N:48]2)=[O:39])[C@@H:31]1[CH2:30][NH:29][C:24]1[N:23]=[CH:22][C:21]2[C:26](=[CH:27][CH:28]=[C:19]([CH3:1])[CH:20]=2)[N:25]=1.